From a dataset of Reaction yield outcomes from USPTO patents with 853,638 reactions. Predict the reaction yield, written as a fraction of the theoretical maximum amount of product (1.0 means a 100% yield; for example, 0.34 means a 34% yield). (1) The catalyst is CN(C)C=O. The reactants are O[CH2:2][CH:3]1[N:8]([C:9](=[O:17])[NH:10][C:11]2[CH:12]=[N:13][CH:14]=[CH:15][CH:16]=2)[CH2:7][CH2:6][N:5]([C:18]([O:20][C:21]([CH3:24])([CH3:23])[CH3:22])=[O:19])[CH2:4]1.C1(P(C2C=CC=CC=2)C2C=CC=CC=2)C=CC=CC=1.N(C(OCC)=O)=NC(OCC)=O.C1(C)C=CC=CC=1.O. The product is [O:17]=[C:9]1[N:8]2[CH2:7][CH2:6][N:5]([C:18]([O:20][C:21]([CH3:24])([CH3:22])[CH3:23])=[O:19])[CH2:4][CH:3]2[CH2:2][N:10]1[C:11]1[CH:12]=[N:13][CH:14]=[CH:15][CH:16]=1. The yield is 0.544. (2) The reactants are [Cl:1][C:2]1[CH:7]=[CH:6][N:5]=[C:4]([CH2:8][C:9]([C:12]2[CH:17]=[CH:16][C:15]([F:18])=[CH:14][CH:13]=2)=[N:10]O)[CH:3]=1.FC(F)(F)C(OC(=O)C(F)(F)F)=O.C(N(CC)CC)C.O. The catalyst is COCCOC.[Fe](Cl)Cl. The product is [Cl:1][C:2]1[CH:7]=[CH:6][N:5]2[N:10]=[C:9]([C:12]3[CH:17]=[CH:16][C:15]([F:18])=[CH:14][CH:13]=3)[CH:8]=[C:4]2[CH:3]=1. The yield is 0.570.